Dataset: NCI-60 drug combinations with 297,098 pairs across 59 cell lines. Task: Regression. Given two drug SMILES strings and cell line genomic features, predict the synergy score measuring deviation from expected non-interaction effect. (1) Drug 1: CN1CCC(CC1)COC2=C(C=C3C(=C2)N=CN=C3NC4=C(C=C(C=C4)Br)F)OC. Drug 2: C1=CC(=CC=C1CCC2=CNC3=C2C(=O)NC(=N3)N)C(=O)NC(CCC(=O)O)C(=O)O. Cell line: OVCAR-5. Synergy scores: CSS=33.6, Synergy_ZIP=-5.58, Synergy_Bliss=4.10, Synergy_Loewe=6.76, Synergy_HSA=7.99. (2) Drug 1: CC(C)(C#N)C1=CC(=CC(=C1)CN2C=NC=N2)C(C)(C)C#N. Drug 2: C1=NC(=NC(=O)N1C2C(C(C(O2)CO)O)O)N. Cell line: OVCAR-5. Synergy scores: CSS=-8.51, Synergy_ZIP=-0.972, Synergy_Bliss=-0.406, Synergy_Loewe=-23.8, Synergy_HSA=-20.9. (3) Drug 1: C1C(C(OC1N2C=C(C(=O)NC2=O)F)CO)O. Drug 2: CN(C(=O)NC(C=O)C(C(C(CO)O)O)O)N=O. Cell line: CAKI-1. Synergy scores: CSS=2.26, Synergy_ZIP=2.52, Synergy_Bliss=-5.89, Synergy_Loewe=-0.979, Synergy_HSA=-5.38. (4) Synergy scores: CSS=67.4, Synergy_ZIP=5.96, Synergy_Bliss=4.31, Synergy_Loewe=6.39, Synergy_HSA=10.00. Drug 1: C1CN1P(=S)(N2CC2)N3CC3. Drug 2: C1CCC(C(C1)N)N.C(=O)(C(=O)[O-])[O-].[Pt+4]. Cell line: HCT116. (5) Drug 1: CC1=C(C(=CC=C1)Cl)NC(=O)C2=CN=C(S2)NC3=CC(=NC(=N3)C)N4CCN(CC4)CCO. Drug 2: COC1=C2C(=CC3=C1OC=C3)C=CC(=O)O2. Cell line: OVCAR-8. Synergy scores: CSS=-0.964, Synergy_ZIP=-1.23, Synergy_Bliss=-2.46, Synergy_Loewe=-2.55, Synergy_HSA=-3.58. (6) Drug 1: CC1=CC2C(CCC3(C2CCC3(C(=O)C)OC(=O)C)C)C4(C1=CC(=O)CC4)C. Drug 2: CC12CCC3C(C1CCC2O)C(CC4=C3C=CC(=C4)O)CCCCCCCCCS(=O)CCCC(C(F)(F)F)(F)F. Cell line: HOP-62. Synergy scores: CSS=-8.71, Synergy_ZIP=1.95, Synergy_Bliss=-3.37, Synergy_Loewe=-8.26, Synergy_HSA=-9.08. (7) Drug 1: C1=C(C(=O)NC(=O)N1)F. Drug 2: CC1=C(C(=O)C2=C(C1=O)N3CC4C(C3(C2COC(=O)N)OC)N4)N. Cell line: OVCAR-8. Synergy scores: CSS=39.8, Synergy_ZIP=-10.6, Synergy_Bliss=-7.58, Synergy_Loewe=-1.42, Synergy_HSA=-0.189. (8) Drug 1: C(=O)(N)NO. Drug 2: CC1=C(C=C(C=C1)C(=O)NC2=CC(=CC(=C2)C(F)(F)F)N3C=C(N=C3)C)NC4=NC=CC(=N4)C5=CN=CC=C5. Cell line: HS 578T. Synergy scores: CSS=-1.76, Synergy_ZIP=0.613, Synergy_Bliss=1.07, Synergy_Loewe=-37.8, Synergy_HSA=-3.16. (9) Drug 1: C1CCC(C(C1)N)N.C(=O)(C(=O)[O-])[O-].[Pt+4]. Drug 2: C(CN)CNCCSP(=O)(O)O. Cell line: HOP-92. Synergy scores: CSS=6.48, Synergy_ZIP=-4.48, Synergy_Bliss=-0.489, Synergy_Loewe=-8.03, Synergy_HSA=0.422.